Dataset: Retrosynthesis with 50K atom-mapped reactions and 10 reaction types from USPTO. Task: Predict the reactants needed to synthesize the given product. (1) Given the product CCc1nc(OC)c(NC(=O)N2CCN(c3cccc(F)c3)CC2)cc1C(=O)NC(C)C(=O)Nc1cc(CO)cc(Nc2c3ccccc3nc3ccccc23)c1, predict the reactants needed to synthesize it. The reactants are: CC(N)C(=O)Nc1cc(CO)cc(Nc2c3ccccc3nc3ccccc23)c1.CCc1nc(OC)c(NC(=O)N2CCN(c3cccc(F)c3)CC2)cc1C(=O)O. (2) Given the product CCCc1ccc2nc(Cl)cn2n1, predict the reactants needed to synthesize it. The reactants are: CCC[Zn+].Clc1cn2nc(Cl)ccc2n1. (3) The reactants are: COC(=O)c1ccc(N)c(O)c1.O=C=Nc1ccccc1. Given the product COC(=O)c1ccc(NC(=O)Nc2ccccc2)c(O)c1, predict the reactants needed to synthesize it. (4) Given the product COc1ccccc1-n1ncc(C(=O)O)c1C, predict the reactants needed to synthesize it. The reactants are: CCOC(=O)c1cnn(-c2ccccc2OC)c1C. (5) Given the product CC(C)(C)OC(=O)N1CCN(C(=O)c2cccc(Br)n2)CC1, predict the reactants needed to synthesize it. The reactants are: CC(C)(C)OC(=O)N1CCNCC1.O=C(O)c1cccc(Br)n1. (6) Given the product Cc1ccnc(C(C)N(CCCCNC(=O)OC(C)(C)C)Cc2ncccc2C)c1, predict the reactants needed to synthesize it. The reactants are: CC(=O)c1cc(C)ccn1.Cc1cccnc1CNCCCCNC(=O)OC(C)(C)C.